From a dataset of Full USPTO retrosynthesis dataset with 1.9M reactions from patents (1976-2016). Predict the reactants needed to synthesize the given product. (1) Given the product [Cl:3][C:4]1[CH:5]=[CH:6][C:7]([S:10]([N:13]([CH2:21][C:22]2[CH:23]=[CH:24][C:25]([C:26]([OH:28])=[O:27])=[CH:30][CH:31]=2)[CH:14]2[CH2:19][CH2:18][CH2:17][CH2:16][CH:15]2[CH3:20])(=[O:11])=[O:12])=[CH:8][CH:9]=1, predict the reactants needed to synthesize it. The reactants are: [OH-].[Li+].[Cl:3][C:4]1[CH:9]=[CH:8][C:7]([S:10]([N:13]([CH2:21][C:22]2[CH:31]=[CH:30][C:25]([C:26]([O:28]C)=[O:27])=[CH:24][CH:23]=2)[CH:14]2[CH2:19][CH2:18][CH2:17][CH2:16][CH:15]2[CH3:20])(=[O:12])=[O:11])=[CH:6][CH:5]=1. (2) Given the product [F:24][C:25]1[CH:32]=[CH:31][C:28]([CH2:29][NH:30][C:21]([C:10]2[N:11]=[C:12]3[N:17]([C:18](=[O:19])[C:9]=2[O:8][CH2:1][C:2]2[CH:7]=[CH:6][CH:5]=[CH:4][CH:3]=2)[CH2:16][CH2:15][O:14][CH:13]3[CH3:20])=[O:23])=[CH:27][CH:26]=1, predict the reactants needed to synthesize it. The reactants are: [CH2:1]([O:8][C:9]1[C:18](=[O:19])[N:17]2[C:12]([CH:13]([CH3:20])[O:14][CH2:15][CH2:16]2)=[N:11][C:10]=1[C:21]([OH:23])=O)[C:2]1[CH:7]=[CH:6][CH:5]=[CH:4][CH:3]=1.[F:24][C:25]1[CH:32]=[CH:31][C:28]([CH2:29][NH2:30])=[CH:27][CH:26]=1. (3) Given the product [CH2:2]([C:1]1[C:5]2[CH2:10][CH2:9][CH2:8][CH2:7][C:6]=2[N:12]([CH2:14][C:15]2[CH:24]=[CH:23][C:18]([C:19]([O:21][CH3:22])=[O:20])=[CH:17][CH:16]=2)[N:13]=1)[CH3:3], predict the reactants needed to synthesize it. The reactants are: [C:1]([CH:5]1[CH2:10][CH2:9][CH2:8][CH2:7][C:6]1=O)(=O)[CH2:2][CH3:3].[NH:12]([CH2:14][C:15]1[CH:24]=[CH:23][C:18]([C:19]([O:21][CH3:22])=[O:20])=[CH:17][CH:16]=1)[NH2:13].C1(C)C=CC(S(O)(=O)=O)=CC=1.